This data is from NCI-60 drug combinations with 297,098 pairs across 59 cell lines. The task is: Regression. Given two drug SMILES strings and cell line genomic features, predict the synergy score measuring deviation from expected non-interaction effect. (1) Drug 2: CC1CCC2CC(C(=CC=CC=CC(CC(C(=O)C(C(C(=CC(C(=O)CC(OC(=O)C3CCCCN3C(=O)C(=O)C1(O2)O)C(C)CC4CCC(C(C4)OC)OCCO)C)C)O)OC)C)C)C)OC. Cell line: UACC-257. Synergy scores: CSS=-6.04, Synergy_ZIP=3.80, Synergy_Bliss=2.39, Synergy_Loewe=-2.25, Synergy_HSA=-2.72. Drug 1: C1CCC(C1)C(CC#N)N2C=C(C=N2)C3=C4C=CNC4=NC=N3. (2) Drug 1: C1CN(P(=O)(OC1)NCCCl)CCCl. Drug 2: C(CN)CNCCSP(=O)(O)O. Cell line: HCC-2998. Synergy scores: CSS=-3.53, Synergy_ZIP=-0.863, Synergy_Bliss=-3.45, Synergy_Loewe=-9.95, Synergy_HSA=-8.93. (3) Drug 1: CN(C)N=NC1=C(NC=N1)C(=O)N. Drug 2: C1=CN(C=N1)CC(O)(P(=O)(O)O)P(=O)(O)O. Cell line: DU-145. Synergy scores: CSS=11.3, Synergy_ZIP=-0.164, Synergy_Bliss=4.56, Synergy_Loewe=1.87, Synergy_HSA=2.41. (4) Drug 1: CC1OCC2C(O1)C(C(C(O2)OC3C4COC(=O)C4C(C5=CC6=C(C=C35)OCO6)C7=CC(=C(C(=C7)OC)O)OC)O)O. Drug 2: C1CN(CCN1C(=O)CCBr)C(=O)CCBr. Cell line: CCRF-CEM. Synergy scores: CSS=64.3, Synergy_ZIP=-1.77, Synergy_Bliss=-1.24, Synergy_Loewe=-7.61, Synergy_HSA=1.54. (5) Drug 2: COC1=C2C(=CC3=C1OC=C3)C=CC(=O)O2. Drug 1: CC12CCC3C(C1CCC2O)C(CC4=C3C=CC(=C4)O)CCCCCCCCCS(=O)CCCC(C(F)(F)F)(F)F. Cell line: OVCAR-4. Synergy scores: CSS=-1.93, Synergy_ZIP=0.0499, Synergy_Bliss=-2.61, Synergy_Loewe=-4.99, Synergy_HSA=-4.29. (6) Drug 1: CNC(=O)C1=NC=CC(=C1)OC2=CC=C(C=C2)NC(=O)NC3=CC(=C(C=C3)Cl)C(F)(F)F. Drug 2: CC(C)CN1C=NC2=C1C3=CC=CC=C3N=C2N. Cell line: OVCAR-4. Synergy scores: CSS=-4.35, Synergy_ZIP=3.86, Synergy_Bliss=2.19, Synergy_Loewe=-4.01, Synergy_HSA=-3.41. (7) Drug 1: CN1C2=C(C=C(C=C2)N(CCCl)CCCl)N=C1CCCC(=O)O.Cl. Drug 2: CC1C(C(CC(O1)OC2CC(CC3=C2C(=C4C(=C3O)C(=O)C5=C(C4=O)C(=CC=C5)OC)O)(C(=O)CO)O)N)O.Cl. Cell line: UACC-257. Synergy scores: CSS=27.7, Synergy_ZIP=-2.04, Synergy_Bliss=0.343, Synergy_Loewe=-13.7, Synergy_HSA=1.10. (8) Drug 1: CN1C2=C(C=C(C=C2)N(CCCl)CCCl)N=C1CCCC(=O)O.Cl. Drug 2: CC1=C(C=C(C=C1)C(=O)NC2=CC(=CC(=C2)C(F)(F)F)N3C=C(N=C3)C)NC4=NC=CC(=N4)C5=CN=CC=C5. Cell line: K-562. Synergy scores: CSS=14.3, Synergy_ZIP=-2.31, Synergy_Bliss=-3.44, Synergy_Loewe=-25.4, Synergy_HSA=-2.36.